Dataset: Forward reaction prediction with 1.9M reactions from USPTO patents (1976-2016). Task: Predict the product of the given reaction. (1) Given the reactants [Cl:1][C:2]1[CH:7]=[C:6]([O:8][C:9]2[CH:14]=[CH:13][C:12]([N+:15]([O-])=O)=[CH:11][C:10]=2[O:18][CH3:19])[N:5]=[CH:4][N:3]=1, predict the reaction product. The product is: [Cl:1][C:2]1[N:3]=[CH:4][N:5]=[C:6]([O:8][C:9]2[CH:14]=[CH:13][C:12]([NH2:15])=[CH:11][C:10]=2[O:18][CH3:19])[CH:7]=1. (2) Given the reactants C(OC([N:8]1[CH2:13][CH2:12][CH:11]([NH:14][C:15]([C:17]2[CH:18]=[N:19][C:20]([N:23](C(OC(C)(C)C)=O)[CH3:24])=[CH:21][CH:22]=2)=[O:16])[CH2:10][CH2:9]1)=O)(C)(C)C.FC(F)(F)C(O)=O, predict the reaction product. The product is: [CH3:24][NH:23][C:20]1[CH:21]=[CH:22][C:17]([C:15]([NH:14][CH:11]2[CH2:12][CH2:13][NH:8][CH2:9][CH2:10]2)=[O:16])=[CH:18][N:19]=1. (3) Given the reactants C(O[C:6](=[O:28])[NH:7][CH2:8][CH:9]([C:13]([N:15]1[CH2:19][CH:18]([Cl:20])[CH:17]2[O:21][CH2:22][C:23]([O:26][CH3:27])([O:24][CH3:25])[CH:16]12)=[O:14])[CH:10]([CH3:12])[CH3:11])(C)(C)C.C(Cl)(=O)C.Cl.N1C=CC=C1.Cl.[F:40][C:41]1[S:45][C:44]([N:46]2[CH2:51][CH2:50][N:49]([CH3:52])[CH2:48][CH2:47]2)=[N:43][C:42]=1[C:53]1[CH:61]=[CH:60][C:56](C(O)=O)=[CH:55][CH:54]=1.CN(C(ON1N=NC2C=CC=NC1=2)=[N+](C)C)C.F[P-](F)(F)(F)(F)F, predict the reaction product. The product is: [Cl:20][CH:18]1[CH2:19][N:15]([C:13]([CH:9]([CH:10]([CH3:11])[CH3:12])[CH2:8][NH:7][C:6](=[O:28])[C:56]2[CH:60]=[CH:61][C:53]([C:42]3[N:43]=[C:44]([N:46]4[CH2:47][CH2:48][N:49]([CH3:52])[CH2:50][CH2:51]4)[S:45][C:41]=3[F:40])=[CH:54][CH:55]=2)=[O:14])[CH:16]2[C:23]([O:24][CH3:25])([O:26][CH3:27])[CH2:22][O:21][CH:17]12. (4) Given the reactants [F:1][C:2]1[CH:7]=[CH:6][C:5]([C:8]2[C:9]([C:25]3[CH:30]=[CH:29][N:28]=[C:27](S(C)(=O)=O)[N:26]=3)=[C:10]([C:18]3[CH:23]=[CH:22][C:21]([OH:24])=[CH:20][CH:19]=3)[C:11]3[C:12](=[N:14][N:15]([CH3:17])[CH:16]=3)[N:13]=2)=[CH:4][CH:3]=1.[CH:35]1([CH2:38][NH2:39])[CH2:37][CH2:36]1, predict the reaction product. The product is: [CH:35]1([CH2:38][NH:39][C:27]2[N:26]=[C:25]([C:9]3[C:8]([C:5]4[CH:6]=[CH:7][C:2]([F:1])=[CH:3][CH:4]=4)=[N:13][C:12]4=[N:14][N:15]([CH3:17])[CH:16]=[C:11]4[C:10]=3[C:18]3[CH:23]=[CH:22][C:21]([OH:24])=[CH:20][CH:19]=3)[CH:30]=[CH:29][N:28]=2)[CH2:37][CH2:36]1. (5) The product is: [N:3]1([C:8]2[N:13]=[CH:12][C:11]([CH2:14][CH2:15][OH:16])=[CH:10][CH:9]=2)[CH:7]=[N:6][N:5]=[N:4]1. Given the reactants [Li+].[BH4-].[N:3]1([C:8]2[N:13]=[CH:12][C:11]([CH2:14][C:15](OCC)=[O:16])=[CH:10][CH:9]=2)[CH:7]=[N:6][N:5]=[N:4]1.O, predict the reaction product. (6) The product is: [NH2:11][CH2:2][CH:3]([OH:10])[CH2:4][N:5]1[CH:9]=[CH:8][N:7]=[N:6]1. Given the reactants Cl[CH2:2][CH:3]([OH:10])[CH2:4][N:5]1[CH:9]=[CH:8][N:7]=[N:6]1.[NH3:11], predict the reaction product.